Dataset: Reaction yield outcomes from USPTO patents with 853,638 reactions. Task: Predict the reaction yield, written as a fraction of the theoretical maximum amount of product (1.0 means a 100% yield; for example, 0.34 means a 34% yield). The reactants are [CH3:1][C:2]1([CH3:20])[CH2:6][C:5]2[C:7]([CH3:19])=[C:8]([N:13]3[CH2:18][CH2:17][NH:16][CH2:15][CH2:14]3)[C:9]([CH3:12])=[C:10]([CH3:11])[C:4]=2[O:3]1.Br[C:22]1[CH:27]=[CH:26][C:25]([Cl:28])=[C:24]([CH3:29])[CH:23]=1. No catalyst specified. The product is [Cl:28][C:25]1[CH:26]=[CH:27][C:22]([N:16]2[CH2:15][CH2:14][N:13]([C:8]3[C:9]([CH3:12])=[C:10]([CH3:11])[C:4]4[O:3][C:2]([CH3:20])([CH3:1])[CH2:6][C:5]=4[C:7]=3[CH3:19])[CH2:18][CH2:17]2)=[CH:23][C:24]=1[CH3:29]. The yield is 0.150.